From a dataset of Forward reaction prediction with 1.9M reactions from USPTO patents (1976-2016). Predict the product of the given reaction. (1) The product is: [C:3]([O:7][C:8]([NH:10][C@H:11]1[CH2:12][CH2:13][C@H:14]([O:17][CH3:18])[CH2:15][CH2:16]1)=[O:9])([CH3:6])([CH3:4])[CH3:5]. Given the reactants [H-].[Na+].[C:3]([O:7][C:8]([NH:10][C@H:11]1[CH2:16][CH2:15][C@H:14]([OH:17])[CH2:13][CH2:12]1)=[O:9])([CH3:6])([CH3:5])[CH3:4].[CH2:18]1OCCOCCOCCOCCOC1, predict the reaction product. (2) Given the reactants [CH3:1][C:2]1[O:6][C:5]([C:7]2[CH:12]=[CH:11][CH:10]=[CH:9][CH:8]=2)=[N:4][C:3]=1[CH2:13][CH2:14][OH:15].CC(OI1(OC(C)=O)(OC(C)=O)OC(=O)C2C1=CC=CC=2)=O, predict the reaction product. The product is: [CH3:1][C:2]1[O:6][C:5]([C:7]2[CH:12]=[CH:11][CH:10]=[CH:9][CH:8]=2)=[N:4][C:3]=1[CH2:13][CH:14]=[O:15].